This data is from Catalyst prediction with 721,799 reactions and 888 catalyst types from USPTO. The task is: Predict which catalyst facilitates the given reaction. (1) Reactant: [NH2:1][CH2:2][C@H:3]([OH:20])[CH2:4][O:5][C:6]1[CH:11]=[CH:10][C:9]([O:12]CC2C=CC=CC=2)=[CH:8][CH:7]=1.C(O)(=O)C.[H][H]. Product: [NH2:1][CH2:2][C@H:3]([OH:20])[CH2:4][O:5][C:6]1[CH:11]=[CH:10][C:9]([OH:12])=[CH:8][CH:7]=1. The catalyst class is: 29. (2) Reactant: Br[C:2]1([C:14]2[CH:19]=[CH:18][CH:17]=[CH:16][CH:15]=2)[CH:7]=[C:6]([C:8]2[CH:13]=[CH:12][CH:11]=[CH:10][CH:9]=2)[CH:5]=[CH:4][CH2:3]1.[Mg].[Br:21][C:22]1[CH:23]=[C:24]([CH:27]=[CH:28][CH:29]=1)[C:25]#N.C(OCC)(=[O:32])C. Product: [Br:21][C:22]1[CH:23]=[C:24]([C:25]([C:4]2[CH:3]=[C:2]([C:14]3[CH:19]=[CH:18][CH:17]=[CH:16][CH:15]=3)[CH:7]=[C:6]([C:8]3[CH:13]=[CH:12][CH:11]=[CH:10][CH:9]=3)[CH:5]=2)=[O:32])[CH:27]=[CH:28][CH:29]=1. The catalyst class is: 30. (3) Reactant: Br[CH2:2][C:3]1[C:12]2[C:7](=[CH:8][CH:9]=[CH:10][CH:11]=2)[N:6]=[C:5](Cl)[CH:4]=1.C([N:16](CC)CC)C.Cl.[OH:22][CH:23]1[CH2:26][NH:25][CH2:24]1.C(=O)(O)[O-].[Na+]. Product: [NH2:16][C:5]1[CH:4]=[C:3]([CH2:2][N:25]2[CH2:26][CH:23]([OH:22])[CH2:24]2)[C:12]2[C:7](=[CH:8][CH:9]=[CH:10][CH:11]=2)[N:6]=1. The catalyst class is: 47. (4) Reactant: [C:1]([C:5]1[CH:6]=[C:7]([NH:17][C:18]([NH:20][C@@H:21]2[C:30]3[C:25](=[CH:26][CH:27]=[CH:28][CH:29]=3)[C@H:24]([O:31][C:32]3[CH:33]=[CH:34][C:35]4[N:36]([C:38]([N:41]5[CH2:46][CH2:45][CH:44]([CH2:47][CH2:48][O:49][Si](C(C)C)(C(C)C)C(C)C)[CH2:43][CH2:42]5)=[N:39][N:40]=4)[CH:37]=3)[CH2:23][CH2:22]2)=[O:19])[N:8]([C:10]2[CH:15]=[CH:14][C:13]([CH3:16])=[CH:12][CH:11]=2)[N:9]=1)([CH3:4])([CH3:3])[CH3:2].CCCC[N+](CCCC)(CCCC)CCCC.[F-]. Product: [C:1]([C:5]1[CH:6]=[C:7]([NH:17][C:18]([NH:20][C@@H:21]2[C:30]3[C:25](=[CH:26][CH:27]=[CH:28][CH:29]=3)[C@H:24]([O:31][C:32]3[CH:33]=[CH:34][C:35]4[N:36]([C:38]([N:41]5[CH2:46][CH2:45][CH:44]([CH2:47][CH2:48][OH:49])[CH2:43][CH2:42]5)=[N:39][N:40]=4)[CH:37]=3)[CH2:23][CH2:22]2)=[O:19])[N:8]([C:10]2[CH:15]=[CH:14][C:13]([CH3:16])=[CH:12][CH:11]=2)[N:9]=1)([CH3:4])([CH3:2])[CH3:3]. The catalyst class is: 20. (5) Reactant: [CH2:1]([N:8]1[CH:12]=[C:11]([CH2:13][C:14]([O:16][CH2:17][CH3:18])=[O:15])[C:10]([OH:19])=[N:9]1)[C:2]1[CH:7]=[CH:6][CH:5]=[CH:4][CH:3]=1.Cl[CH2:21][C:22]1[CH:41]=[CH:40][C:25]([O:26][CH2:27][C:28]2[N:29]=[C:30]([C:34]3[CH:39]=[CH:38][CH:37]=[CH:36][CH:35]=3)[O:31][C:32]=2[CH3:33])=[C:24]([O:42][CH3:43])[CH:23]=1.C(=O)([O-])[O-].[K+].[K+].CN(C)C=O. Product: [CH2:1]([N:8]1[CH:12]=[C:11]([CH2:13][C:14]([O:16][CH2:17][CH3:18])=[O:15])[C:10]([O:19][CH2:21][C:22]2[CH:41]=[CH:40][C:25]([O:26][CH2:27][C:28]3[N:29]=[C:30]([C:34]4[CH:39]=[CH:38][CH:37]=[CH:36][CH:35]=4)[O:31][C:32]=3[CH3:33])=[C:24]([O:42][CH3:43])[CH:23]=2)=[N:9]1)[C:2]1[CH:3]=[CH:4][CH:5]=[CH:6][CH:7]=1. The catalyst class is: 6. (6) Reactant: [C:1]([O:5][C:6]([N:8]1[CH2:12][C@H:11]([CH2:13][N:14]([C:18]([C:20]2[CH:28]=[C:27]3[C:23]([CH:24]=[CH:25][NH:26]3)=[CH:22][CH:21]=2)=[O:19])[CH:15]([CH3:17])[CH3:16])[C@@H:10]([CH2:29][C:30]2[CH:35]=[CH:34][CH:33]=[CH:32][CH:31]=2)[CH2:9]1)=[O:7])([CH3:4])([CH3:3])[CH3:2].[H-].[Na+].Cl[CH2:39][CH2:40][CH2:41][O:42][CH3:43]. Product: [C:1]([O:5][C:6]([N:8]1[CH2:12][C@H:11]([CH2:13][N:14]([CH:15]([CH3:17])[CH3:16])[C:18]([C:20]2[CH:28]=[C:27]3[C:23]([CH:24]=[CH:25][N:26]3[CH2:39][CH2:40][CH2:41][O:42][CH3:43])=[CH:22][CH:21]=2)=[O:19])[C@@H:10]([CH2:29][C:30]2[CH:35]=[CH:34][CH:33]=[CH:32][CH:31]=2)[CH2:9]1)=[O:7])([CH3:3])([CH3:4])[CH3:2]. The catalyst class is: 31. (7) Reactant: [Br:1][C:2]1[CH:10]=[C:9]2[C:5]([C:6]([CH:11]=O)=[CH:7][NH:8]2)=[CH:4][CH:3]=1.[CH:13]([NH2:15])=O.[BH4-].[Na+].[C-]#N.[K+]. Product: [Br:1][C:2]1[CH:10]=[C:9]2[C:5]([C:6]([CH2:11][C:13]#[N:15])=[CH:7][NH:8]2)=[CH:4][CH:3]=1. The catalyst class is: 5. (8) Reactant: [Cl:1][C:2]1[CH:7]=[C:6]([Cl:8])[CH:5]=[CH:4][C:3]=1[C:9]1([OH:15])[CH2:14][CH2:13][NH:12][CH2:11][CH2:10]1.C(N(C(C)C)CC)(C)C.[CH2:25]([O:32][CH2:33][C:34](Cl)=[O:35])[C:26]1[CH:31]=[CH:30][CH:29]=[CH:28][CH:27]=1. Product: [CH2:25]([O:32][CH2:33][C:34]([N:12]1[CH2:11][CH2:10][C:9]([C:3]2[CH:4]=[CH:5][C:6]([Cl:8])=[CH:7][C:2]=2[Cl:1])([OH:15])[CH2:14][CH2:13]1)=[O:35])[C:26]1[CH:31]=[CH:30][CH:29]=[CH:28][CH:27]=1. The catalyst class is: 4.